Predict the product of the given reaction. From a dataset of Forward reaction prediction with 1.9M reactions from USPTO patents (1976-2016). (1) Given the reactants [CH:1]1([CH2:4][N:5]([CH2:15][CH2:16][CH3:17])[C:6]2[N:11]=[CH:10][N:9]=[C:8]([C:12]([OH:14])=O)[CH:7]=2)[CH2:3][CH2:2]1.C(N(C(C)C)CC)(C)C.ClC(OC)=O.[N:32]1([CH2:37][C:38]2[CH:39]=[C:40]([CH:42]=[CH:43][CH:44]=2)[NH2:41])[CH:36]=[CH:35][N:34]=[CH:33]1, predict the reaction product. The product is: [CH:1]1([CH2:4][N:5]([CH2:15][CH2:16][CH3:17])[C:6]2[N:11]=[CH:10][N:9]=[C:8]([C:12]([NH:41][C:40]3[CH:42]=[CH:43][CH:44]=[C:38]([CH2:37][N:32]4[CH:36]=[CH:35][N:34]=[CH:33]4)[CH:39]=3)=[O:14])[CH:7]=2)[CH2:2][CH2:3]1. (2) Given the reactants [F:1][C:2]([F:12])([F:11])[C:3]1[CH:10]=[CH:9][C:6]([CH:7]=[O:8])=[CH:5][CH:4]=1.[S:13]([CH2:23][N+:24]#[C-:25])([C:16]1[CH:22]=[CH:21][C:19](C)=[CH:18][CH:17]=1)(=[O:15])=[O:14].[C-:26]#N.[Na+], predict the reaction product. The product is: [C:22]1([CH3:26])[C:16]([S:13]([C@@H:23]2[C@@H:7]([C:6]3[CH:9]=[CH:10][C:3]([C:2]([F:11])([F:12])[F:1])=[CH:4][CH:5]=3)[O:8][CH:25]=[N:24]2)(=[O:14])=[O:15])=[CH:17][CH:18]=[CH:19][CH:21]=1.